Dataset: Reaction yield outcomes from USPTO patents with 853,638 reactions. Task: Predict the reaction yield, written as a fraction of the theoretical maximum amount of product (1.0 means a 100% yield; for example, 0.34 means a 34% yield). (1) The reactants are Cl[C:2]1[CH:11]=[CH:10][C:5]([C:6]([O:8][CH3:9])=[O:7])=[C:4]([O:12][CH3:13])[CH:3]=1.[C:14]1(B(O)O)[CH:19]=[CH:18][CH:17]=[CH:16][CH:15]=1.C(=O)([O-])[O-].[Cs+].[Cs+]. The catalyst is CN(C)C=O.C(OCC)(=O)C.Cl[Pd](Cl)([P](C1C=CC=CC=1)(C1C=CC=CC=1)C1C=CC=CC=1)[P](C1C=CC=CC=1)(C1C=CC=CC=1)C1C=CC=CC=1. The product is [CH3:13][O:12][C:4]1[CH:3]=[C:2]([C:14]2[CH:19]=[CH:18][CH:17]=[CH:16][CH:15]=2)[CH:11]=[CH:10][C:5]=1[C:6]([O:8][CH3:9])=[O:7]. The yield is 0.412. (2) The reactants are N1C=CC([N:7]2[CH2:12][CH2:11][CH:10]([CH2:13][NH:14][C:15]3[CH:20]=[CH:19][N:18]=[CH:17][C:16]=3[NH2:21])[CH2:9][CH2:8]2)=CC=1.[CH3:22][O:23][C:24]1[CH:32]=[CH:31][C:27]([C:28](Cl)=[O:29])=[CH:26][CH:25]=1. No catalyst specified. The product is [CH3:22][O:23][C:24]1[CH:32]=[CH:31][C:27]([C:28]([NH:21][C:16]2[CH:17]=[N:18][CH:19]=[CH:20][C:15]=2[NH:14][CH2:13][C:10]2([C:10]3[CH:11]=[CH:12][N:7]=[CH:8][CH:9]=3)[CH2:9][CH2:8][NH:7][CH2:12][CH2:11]2)=[O:29])=[CH:26][CH:25]=1. The yield is 0.0600. (3) The reactants are [CH2:1]([O:8][C:9]([N:11]1[CH2:15][CH:14]([OH:16])[C:13]([CH3:22])([C:17]([O:19][CH2:20][CH3:21])=[O:18])[CH2:12]1)=[O:10])[C:2]1[CH:7]=[CH:6][CH:5]=[CH:4][CH:3]=1.[CH3:23]I.[H-].[Na+]. The catalyst is CN(C)C=O. The product is [CH2:1]([O:8][C:9]([N:11]1[CH2:15][CH:14]([O:16][CH3:23])[C:13]([CH3:22])([C:17]([O:19][CH2:20][CH3:21])=[O:18])[CH2:12]1)=[O:10])[C:2]1[CH:3]=[CH:4][CH:5]=[CH:6][CH:7]=1. The yield is 0.660. (4) The reactants are CC1CNCC(NC(=O)OC(C)(C)C)C1.ClC1C=CN=CC=1[N+]([O-])=O.CCN(CC)CC.[CH3:33][C@@H:34]1[CH2:39][N:38]([C:40]2[CH:45]=[CH:44][N:43]=[CH:42][C:41]=2[N+:46]([O-:48])=[O:47])[CH2:37][C@@H:36]([NH:49][C:50](=[O:56])[O:51][C:52]([CH3:55])([CH3:54])[CH3:53])[CH2:35]1. The catalyst is CC(O)C. The product is [CH3:33][C@H:34]1[CH2:39][N:38]([C:40]2[CH:45]=[CH:44][N:43]=[CH:42][C:41]=2[N+:46]([O-:48])=[O:47])[CH2:37][C@@H:36]([NH:49][C:50](=[O:56])[O:51][C:52]([CH3:55])([CH3:54])[CH3:53])[CH2:35]1. The yield is 0.340. (5) The reactants are [CH3:1][CH:2]([CH3:31])[CH2:3][C:4]([NH:6][C:7]1[S:8][CH:9]=[C:10]([C:12]2C=C[N:15]=[C:14]3[N:18]([S:21]([C:24]4[CH:29]=[CH:28][C:27]([CH3:30])=[CH:26][CH:25]=4)(=[O:23])=[O:22])[CH:19]=[CH:20][C:13]=23)[N:11]=1)=[O:5].[H-].[Na+].[CH2:34](I)[CH2:35][CH3:36].[CH3:38][N:39](C=O)C. No catalyst specified. The yield is 0.760. The product is [CH3:1][CH:2]([CH3:31])[CH2:3][C:4]([N:6]([CH2:34][CH2:35][CH3:36])[C:7]1[S:8][CH:9]=[C:10]([C:12]2[C:13]3[CH:20]=[CH:19][N:18]([S:21]([C:24]4[CH:25]=[CH:26][C:27]([CH3:30])=[CH:28][CH:29]=4)(=[O:23])=[O:22])[C:14]=3[N:15]=[CH:38][N:39]=2)[N:11]=1)=[O:5]. (6) The reactants are C1(C)C=CC=CC=1.N1CCCCC1.[CH2:14]([C:18]1[CH:19]=[C:20]([C:29]2[CH:30]=[C:31]([CH:34]=[CH:35][C:36]=2[O:37][C:38]([F:41])([F:40])[F:39])[CH:32]=O)[C:21]2[O:25][CH2:24][C:23]([CH3:27])([CH3:26])[C:22]=2[CH:28]=1)[CH:15]([CH3:17])[CH3:16].[S:42]1[CH2:46][C:45](=[O:47])[NH:44][C:43]1=[O:48]. The catalyst is C(OCC)(=O)C.C(O)(=O)C. The product is [CH2:14]([C:18]1[CH:19]=[C:20]([C:29]2[CH:30]=[C:31]([CH:34]=[CH:35][C:36]=2[O:37][C:38]([F:41])([F:39])[F:40])[CH:32]=[C:46]2[S:42][C:43](=[O:48])[NH:44][C:45]2=[O:47])[C:21]2[O:25][CH2:24][C:23]([CH3:26])([CH3:27])[C:22]=2[CH:28]=1)[CH:15]([CH3:17])[CH3:16]. The yield is 0.720. (7) The yield is 1.00. The reactants are C([O:8][C:9]1[CH:37]=[CH:36][C:12]2[NH:13][C:14]([C:19]3[C:20](=[O:35])[N:21]([NH:30][CH2:31][CH2:32][CH2:33][CH3:34])[C:22]4[C:27]([C:28]=3[OH:29])=[CH:26][CH:25]=[CH:24][CH:23]=4)=[N:15][S:16](=[O:18])(=[O:17])[C:11]=2[CH:10]=1)C1C=CC=CC=1.C([O-])=O.[NH4+]. The catalyst is O1CCCC1.[Pd].[OH-].[OH-].[Pd+2]. The product is [CH2:31]([NH:30][N:21]1[C:22]2[C:27](=[CH:26][CH:25]=[CH:24][CH:23]=2)[C:28]([OH:29])=[C:19]([C:14]2[NH:13][C:12]3[CH:36]=[CH:37][C:9]([OH:8])=[CH:10][C:11]=3[S:16](=[O:17])(=[O:18])[N:15]=2)[C:20]1=[O:35])[CH2:32][CH2:33][CH3:34]. (8) The reactants are [C:1]([Si:5]([CH3:21])([CH3:20])[O:6][CH2:7][CH:8]([C:11]([CH3:19])([CH3:18])[O:12][SiH2:13][C:14]([CH3:17])([CH3:16])[CH3:15])[CH2:9][OH:10])([CH3:4])([CH3:3])[CH3:2].C(N(CC)CC)C.[S:29](Cl)([CH3:32])(=[O:31])=[O:30]. The catalyst is ClCCl.O.C(OCC)(=O)C. The product is [C:1]([Si:5]([CH3:21])([CH3:20])[O:6][CH2:7][CH:8]([C:11]([CH3:19])([CH3:18])[O:12][SiH2:13][C:14]([CH3:17])([CH3:16])[CH3:15])[CH2:9][O:10][S:29]([CH3:32])(=[O:31])=[O:30])([CH3:4])([CH3:3])[CH3:2]. The yield is 0.970. (9) The product is [CH:1]1([C:4]2[CH:9]=[CH:8][C:7]([NH2:10])=[C:6]([F:13])[CH:5]=2)[CH2:3][CH2:2]1. The reactants are [CH:1]1([C:4]2[CH:9]=[CH:8][C:7]([N+:10]([O-])=O)=[C:6]([F:13])[CH:5]=2)[CH2:3][CH2:2]1.[Cl-].[NH4+].CCO.C1COCC1. The yield is 0.990. The catalyst is O.[Fe].